This data is from Forward reaction prediction with 1.9M reactions from USPTO patents (1976-2016). The task is: Predict the product of the given reaction. (1) Given the reactants [N:1]1([C:7]([N:9]2[CH2:14][CH:13]([C:15]3[CH:20]=[CH:19][C:18]([O:21][C:22]([F:25])([F:24])[F:23])=[CH:17][CH:16]=3)[CH2:12][CH:11]([C:26]([OH:28])=O)[CH2:10]2)=[O:8])[CH2:6][CH2:5][O:4][CH2:3][CH2:2]1.[F:29][C:30]1[C:31]([C:37](=[NH:40])[NH:38]O)=[N:32][CH:33]=[C:34]([F:36])[CH:35]=1, predict the reaction product. The product is: [F:29][C:30]1[C:31]([C:37]2[N:38]=[C:26]([CH:11]3[CH2:12][CH:13]([C:15]4[CH:20]=[CH:19][C:18]([O:21][C:22]([F:25])([F:24])[F:23])=[CH:17][CH:16]=4)[CH2:14][N:9]([C:7]([N:1]4[CH2:6][CH2:5][O:4][CH2:3][CH2:2]4)=[O:8])[CH2:10]3)[O:28][N:40]=2)=[N:32][CH:33]=[C:34]([F:36])[CH:35]=1. (2) Given the reactants C1(P(C2CCCCC2)C2CCCCC2)CCCCC1.Br[C:21]1[C:33]2[C:32]3[C:27](=[CH:28][C:29]([C:34]([N:36]4[CH2:41][CH2:40][N:39]([CH3:42])[CH2:38][CH2:37]4)=[O:35])=[CH:30][CH:31]=3)[NH:26][C:25]=2[C:24]([C:43]([NH2:45])=[O:44])=[CH:23][CH:22]=1.[CH3:46][C:47]1([CH3:63])[C:51]([CH3:53])([CH3:52])[O:50][B:49]([B:49]2[O:50][C:51]([CH3:53])([CH3:52])[C:47]([CH3:63])([CH3:46])[O:48]2)[O:48]1.C([O-])(=O)C.[K+], predict the reaction product. The product is: [CH3:42][N:39]1[CH2:40][CH2:41][N:36]([C:34]([C:29]2[CH:28]=[C:27]3[C:32]([C:33]4[C:21]([B:49]5[O:50][C:51]([CH3:53])([CH3:52])[C:47]([CH3:63])([CH3:46])[O:48]5)=[CH:22][CH:23]=[C:24]([C:43]([NH2:45])=[O:44])[C:25]=4[NH:26]3)=[CH:31][CH:30]=2)=[O:35])[CH2:37][CH2:38]1. (3) Given the reactants C(OC([N:8]([CH2:38][C:39]([O:41]C(C)(C)C)=[O:40])[C:9]1[CH:14]=[CH:13][CH:12]=[C:11]([CH:15]([CH2:27][C:28]2[CH:33]=[CH:32][C:31]([C:34]([CH3:37])([CH3:36])[CH3:35])=[CH:30][CH:29]=2)[NH:16][S:17]([C:20]2[CH:25]=[CH:24][CH:23]=[CH:22][C:21]=2[F:26])(=[O:19])=[O:18])[N:10]=1)=O)(C)(C)C.[ClH:46].O1CCOCC1, predict the reaction product. The product is: [ClH:46].[C:34]([C:31]1[CH:30]=[CH:29][C:28]([CH2:27][CH:15]([NH:16][S:17]([C:20]2[CH:25]=[CH:24][CH:23]=[CH:22][C:21]=2[F:26])(=[O:18])=[O:19])[C:11]2[N:10]=[C:9]([NH:8][CH2:38][C:39]([OH:41])=[O:40])[CH:14]=[CH:13][CH:12]=2)=[CH:33][CH:32]=1)([CH3:37])([CH3:35])[CH3:36]. (4) Given the reactants [Cl:1][C:2]1[C:3]([N+:12]([O-:14])=[O:13])=[CH:4][C:5]([CH3:11])=[C:6]([CH:10]=1)[C:7]([OH:9])=O.C(N(CC)CC)C.CN(C(ON1N=NC2C=CC=NC1=2)=[N+](C)C)C.F[P-](F)(F)(F)(F)F.[NH:46]1[CH2:51][CH2:50][O:49][CH2:48][CH2:47]1, predict the reaction product. The product is: [Cl:1][C:2]1[C:3]([N+:12]([O-:14])=[O:13])=[CH:4][C:5]([CH3:11])=[C:6]([C:7]([N:46]2[CH2:51][CH2:50][O:49][CH2:48][CH2:47]2)=[O:9])[CH:10]=1. (5) Given the reactants Br[CH2:2][CH2:3]Br.[OH:5][N:6]([CH:22]([CH3:24])[CH3:23])[C:7]([NH:9][C:10]([C:12]1[CH:13]=[N:14][CH:15]=[CH:16][C:17]=1[C:18]([F:21])([F:20])[F:19])=[O:11])=[O:8].C(=O)([O-])[O-].[K+].[K+].C(OCC)(=O)C, predict the reaction product. The product is: [CH:22]([N:6]1[C:7](=[O:8])[N:9]([C:10]([C:12]2[CH:13]=[N:14][CH:15]=[CH:16][C:17]=2[C:18]([F:19])([F:20])[F:21])=[O:11])[CH2:3][CH2:2][O:5]1)([CH3:24])[CH3:23]. (6) Given the reactants [BrH:1].[N:2]1[CH:7]=[CH:6][CH:5]=[CH:4][C:3]=1[C:8](=[O:11])[CH2:9][CH3:10].BrBr, predict the reaction product. The product is: [Br:1][CH:9]([CH3:10])[C:8]([C:3]1[CH:4]=[CH:5][CH:6]=[CH:7][N:2]=1)=[O:11]. (7) Given the reactants Br[C:2]1[CH:3]=[CH:4][C:5]([C:9]([O:11][CH3:12])=[O:10])=[N:6][C:7]=1[OH:8].C(N(CC)CC)C.[C:20]([CH:22]1[CH2:24][CH2:23]1)#[CH:21], predict the reaction product. The product is: [CH:22]1([C:20]2[O:8][C:7]3=[N:6][C:5]([C:9]([O:11][CH3:12])=[O:10])=[CH:4][CH:3]=[C:2]3[CH:21]=2)[CH2:24][CH2:23]1. (8) Given the reactants [F:1][C:2]1[CH:3]=[CH:4][C:5]2[N:6]([CH:8]=[C:9]([C:11]([NH:13][C@H:14]3[CH2:19][CH2:18][C@@H:17]([NH:20][C:21]([C:23]4[C:24]([NH:30][CH2:31][CH2:32][C:33]5[CH:38]=[CH:37][CH:36]=[CH:35][CH:34]=5)=[N:25][CH:26]=[C:27]([F:29])[CH:28]=4)=[O:22])[CH2:16][CH2:15]3)=[O:12])[N:10]=2)[CH:7]=1.[C:39](N1C=CN=C1)(N1C=CN=C1)=[O:40].[H-].[Na+], predict the reaction product. The product is: [F:1][C:2]1[CH:3]=[CH:4][C:5]2[N:6]([CH:8]=[C:9]([C:11]([NH:13][C@H:14]3[CH2:15][CH2:16][C@@H:17]([N:20]4[C:21](=[O:22])[C:23]5[CH:28]=[C:27]([F:29])[CH:26]=[N:25][C:24]=5[N:30]([CH2:31][CH2:32][C:33]5[CH:38]=[CH:37][CH:36]=[CH:35][CH:34]=5)[C:39]4=[O:40])[CH2:18][CH2:19]3)=[O:12])[N:10]=2)[CH:7]=1.